Regression. Given a peptide amino acid sequence and an MHC pseudo amino acid sequence, predict their binding affinity value. This is MHC class II binding data. From a dataset of Peptide-MHC class II binding affinity with 134,281 pairs from IEDB. (1) The peptide sequence is MGGLWKYLNAVSLCI. The binding affinity (normalized) is 0.642. The MHC is DRB3_0101 with pseudo-sequence DRB3_0101. (2) The peptide sequence is AVDDYAGYLLDKNQSDLVTN. The MHC is DRB1_0701 with pseudo-sequence DRB1_0701. The binding affinity (normalized) is 0.308. (3) The binding affinity (normalized) is 0.217. The MHC is DRB1_1201 with pseudo-sequence DRB1_1201. The peptide sequence is TLWQRPLVTIKIGGQLREAL. (4) The peptide sequence is KTDCTKEVEEAWASA. The MHC is DRB1_0701 with pseudo-sequence DRB1_0701. The binding affinity (normalized) is 0.0272. (5) The peptide sequence is ASEGAVDIINRWQVV. The MHC is HLA-DPA10201-DPB10501 with pseudo-sequence HLA-DPA10201-DPB10501. The binding affinity (normalized) is 0.0901. (6) The peptide sequence is NSFKPFAEYKSDYVY. The MHC is DRB1_1201 with pseudo-sequence DRB1_1201. The binding affinity (normalized) is 0.194. (7) The peptide sequence is YRKLKREITFHGAKE. The MHC is DRB1_0405 with pseudo-sequence DRB1_0405. The binding affinity (normalized) is 0.366. (8) The peptide sequence is DVTITAPGDSPNTDG. The MHC is HLA-DQA10101-DQB10501 with pseudo-sequence HLA-DQA10101-DQB10501. The binding affinity (normalized) is 0.